This data is from Forward reaction prediction with 1.9M reactions from USPTO patents (1976-2016). The task is: Predict the product of the given reaction. (1) Given the reactants [Cl:1][C:2]1[C:7]([Cl:8])=[CH:6][C:5]([NH2:9])=[C:4]([NH2:10])[CH:3]=1.C([O:15][C:16](=O)[CH2:17][C:18]([C:20]1[CH:25]=[CH:24][CH:23]=[C:22]([C:26]2[CH:31]=[CH:30][N:29]=[C:28]([CH2:32][CH3:33])[CH:27]=2)[CH:21]=1)=O)(C)(C)C, predict the reaction product. The product is: [Cl:1][C:2]1[C:7]([Cl:8])=[CH:6][C:5]2[NH:9][C:16](=[O:15])[CH2:17][C:18]([C:20]3[CH:25]=[CH:24][CH:23]=[C:22]([C:26]4[CH:31]=[CH:30][N:29]=[C:28]([CH2:32][CH3:33])[CH:27]=4)[CH:21]=3)=[N:10][C:4]=2[CH:3]=1. (2) Given the reactants [NH2:1][CH2:2][C:3]([N:5]([C:23]1[CH:28]=[CH:27][CH:26]=[C:25]([F:29])[CH:24]=1)[CH:6]([C:16]1[CH:21]=[CH:20][CH:19]=[CH:18][C:17]=1[CH3:22])[C:7]([NH:9][CH:10]1[CH2:15][CH2:14][CH2:13][CH2:12][CH2:11]1)=[O:8])=[O:4].CCN(CC)CC.[N:37]([CH2:40][CH:41]([O:44][CH3:45])[O:42][CH3:43])=[C:38]=[O:39], predict the reaction product. The product is: [CH:10]1([NH:9][C:7](=[O:8])[CH:6]([N:5]([C:3](=[O:4])[CH2:2][NH:1][C:38]([NH:37][CH2:40][CH:41]([O:44][CH3:45])[O:42][CH3:43])=[O:39])[C:23]2[CH:28]=[CH:27][CH:26]=[C:25]([F:29])[CH:24]=2)[C:16]2[CH:21]=[CH:20][CH:19]=[CH:18][C:17]=2[CH3:22])[CH2:15][CH2:14][CH2:13][CH2:12][CH2:11]1. (3) Given the reactants [OH:1][C:2]1[C:3]([C:8]([OH:10])=[O:9])=[N:4][CH:5]=[CH:6][CH:7]=1.Cl.[C:12](=O)(O)[O-].[Na+], predict the reaction product. The product is: [OH:1][C:2]1[C:3]([C:8]([O:10][CH3:12])=[O:9])=[N:4][CH:5]=[CH:6][CH:7]=1.